Dataset: Full USPTO retrosynthesis dataset with 1.9M reactions from patents (1976-2016). Task: Predict the reactants needed to synthesize the given product. (1) Given the product [CH3:1][O:2][NH:3][C:4]([C:6]1[C:7](=[O:29])[C:8]2[CH:13]=[N:12][C:11]([NH:30][C:31]3[CH:47]=[CH:46][CH:45]=[C:33]([C:34](=[O:35])[NH:36][CH2:37][CH2:38][N:39]4[CH2:40][CH2:41][O:42][CH2:43][CH2:44]4)[CH:32]=3)=[N:10][C:9]=2[N:18]([C:20]2[CH:21]=[C:22]3[C:26](=[CH:27][CH:28]=2)[CH2:25][CH2:24][CH2:23]3)[CH:19]=1)=[O:5], predict the reactants needed to synthesize it. The reactants are: [CH3:1][O:2][NH:3][C:4]([C:6]1[C:7](=[O:29])[C:8]2[CH:13]=[N:12][C:11](S(C)(=O)=O)=[N:10][C:9]=2[N:18]([C:20]2[CH:21]=[C:22]3[C:26](=[CH:27][CH:28]=2)[CH2:25][CH2:24][CH2:23]3)[CH:19]=1)=[O:5].[NH2:30][C:31]1[CH:32]=[C:33]([CH:45]=[CH:46][CH:47]=1)[C:34]([NH:36][CH2:37][CH2:38][N:39]1[CH2:44][CH2:43][O:42][CH2:41][CH2:40]1)=[O:35]. (2) Given the product [Br:1][C:2]1[CH:3]=[CH:4][C:5]([C:8]2[CH2:12][CH:11]([CH2:13][O:14][S:23]([CH3:22])(=[O:25])=[O:24])[O:10][N:9]=2)=[N:6][CH:7]=1, predict the reactants needed to synthesize it. The reactants are: [Br:1][C:2]1[CH:3]=[CH:4][C:5]([C:8]2[CH2:12][CH:11]([CH2:13][OH:14])[O:10][N:9]=2)=[N:6][CH:7]=1.C(N(CC)CC)C.[CH3:22][S:23](Cl)(=[O:25])=[O:24].C(=O)(O)[O-].[Na+]. (3) Given the product [CH:1]1([CH2:4][N:5]2[C:17]3[C:16]([C:18]([NH2:20])=[O:19])=[CH:15][C:14]([C:21]4[C:22]([CH3:27])=[N:23][O:24][C:25]=4[CH3:26])=[CH:13][C:12]=3[C:11]3[C:6]2=[CH:7][C:8]([CH:28]=[O:29])=[CH:9][CH:10]=3)[CH2:3][CH2:2]1, predict the reactants needed to synthesize it. The reactants are: [CH:1]1([CH2:4][N:5]2[C:17]3[C:16]([C:18]([NH2:20])=[O:19])=[CH:15][C:14]([C:21]4[C:22]([CH3:27])=[N:23][O:24][C:25]=4[CH3:26])=[CH:13][C:12]=3[C:11]3[C:6]2=[CH:7][C:8]([CH2:28][OH:29])=[CH:9][CH:10]=3)[CH2:3][CH2:2]1.C1COCC1.CC(OI1(OC(C)=O)(OC(C)=O)OC(=O)C2C=CC=CC1=2)=O.